From a dataset of Forward reaction prediction with 1.9M reactions from USPTO patents (1976-2016). Predict the product of the given reaction. (1) Given the reactants [CH3:1][C:2]1[CH:6]=[C:5]([Sn](CCCC)(CCCC)CCCC)[N:4]([CH:20]2[CH2:25][CH2:24][CH2:23][CH2:22][O:21]2)[N:3]=1.Br[C:27]1[S:28][CH:29]=[C:30]([C:32]([O:34][CH3:35])=[O:33])[N:31]=1, predict the reaction product. The product is: [CH3:1][C:2]1[CH:6]=[C:5]([C:27]2[S:28][CH:29]=[C:30]([C:32]([O:34][CH3:35])=[O:33])[N:31]=2)[N:4]([CH:20]2[CH2:25][CH2:24][CH2:23][CH2:22][O:21]2)[N:3]=1. (2) Given the reactants [Cl:1][C:2]1[N:3]=[N:4][C:5]([Cl:12])=[CH:6][C:7]=1[C:8]([F:11])([F:10])[F:9].O.[NH2:14][NH2:15], predict the reaction product. The product is: [ClH:1].[Cl:12][C:5]1[N:4]=[N:3][C:2]([NH:14][NH2:15])=[C:7]([C:8]([F:11])([F:10])[F:9])[CH:6]=1.[ClH:1].[Cl:1][C:2]1[N:3]=[N:4][C:5]([NH:14][NH2:15])=[CH:6][C:7]=1[C:8]([F:11])([F:10])[F:9]. (3) The product is: [Cl:1][C:2]1[C:10]([O:11][CH3:12])=[CH:9][CH:8]=[CH:7][C:3]=1[C:4]([NH:19][CH2:18][CH:17]([C:20]1[CH:21]=[N:22][C:23]([C:26]([F:29])([F:27])[F:28])=[CH:24][CH:25]=1)[CH2:16][CH:13]1[CH2:14][CH2:15]1)=[O:6]. Given the reactants [Cl:1][C:2]1[C:10]([O:11][CH3:12])=[CH:9][CH:8]=[CH:7][C:3]=1[C:4]([OH:6])=O.[CH:13]1([CH2:16][CH:17]([C:20]2[CH:21]=[N:22][C:23]([C:26]([F:29])([F:28])[F:27])=[CH:24][CH:25]=2)[CH2:18][NH2:19])[CH2:15][CH2:14]1, predict the reaction product. (4) Given the reactants [N+:1]([C:4]1[C:13]([N+:14]([O-])=O)=[CH:12][C:7]2[O:8][CH2:9][CH2:10][O:11][C:6]=2[CH:5]=1)([O-:3])=[O:2], predict the reaction product. The product is: [N+:1]([C:4]1[C:13]([NH2:14])=[CH:12][C:7]2[O:8][CH2:9][CH2:10][O:11][C:6]=2[CH:5]=1)([O-:3])=[O:2]. (5) Given the reactants [NH2:1][C:2]1[C:3]([C:8]([NH:10][C:11]2[CH:16]=[C:15]([O:17][CH2:18][C:19]3[C:24]([F:25])=[CH:23][CH:22]=[CH:21][N:20]=3)[CH:14]=[CH:13][C:12]=2[CH3:26])=[O:9])=[N:4][CH:5]=[CH:6][CH:7]=1.C1N=CN([C:32](N2C=NC=C2)=[O:33])C=1.C1CCN2C(=NCCC2)CC1, predict the reaction product. The product is: [F:25][C:24]1[C:19]([CH2:18][O:17][C:15]2[CH:14]=[CH:13][C:12]([CH3:26])=[C:11]([N:10]3[C:8](=[O:9])[C:3]4[N:4]=[CH:5][CH:6]=[CH:7][C:2]=4[NH:1][C:32]3=[O:33])[CH:16]=2)=[N:20][CH:21]=[CH:22][CH:23]=1. (6) Given the reactants [NH2:1][C:2]1[C:6]2[C:7](=[O:19])[N:8]([C:12]3[CH:17]=[CH:16][CH:15]=[CH:14][C:13]=3[Cl:18])[CH:9]=[C:10](Br)[C:5]=2[NH:4][N:3]=1.CC1(C)C(C)(C)OB(B2OC(C)(C)C(C)(C)O2)O1.C([O-])(=O)C.[K+].Br[C:44]1[N:49]=[CH:48][C:47]([N:50]2[CH2:55][CH2:54][O:53][CH2:52][CH2:51]2)=[CH:46][CH:45]=1.C(=O)([O-])[O-].[Na+].[Na+], predict the reaction product. The product is: [NH2:1][C:2]1[C:6]2[C:7](=[O:19])[N:8]([C:12]3[CH:17]=[CH:16][CH:15]=[CH:14][C:13]=3[Cl:18])[CH:9]=[C:10]([C:44]3[CH:45]=[CH:46][C:47]([N:50]4[CH2:51][CH2:52][O:53][CH2:54][CH2:55]4)=[CH:48][N:49]=3)[C:5]=2[NH:4][N:3]=1. (7) The product is: [OH:8][C:7]([C:15]1[CH:20]=[CH:19][CH:18]=[CH:17][CH:16]=1)([C:1]1[CH:2]=[CH:3][CH:4]=[CH:5][CH:6]=1)[CH:9]1[CH2:14][CH2:13][N:12]([C:40](=[O:41])[CH2:39][N:23]2[CH2:24][CH2:25][C:26]([C:27]3[CH:32]=[CH:31][CH:30]=[CH:29][CH:28]=3)([C:33]3[CH:38]=[CH:37][CH:36]=[CH:35][CH:34]=3)[C:22]2=[O:21])[CH2:11][CH2:10]1. Given the reactants [C:1]1([C:7]([C:15]2[CH:20]=[CH:19][CH:18]=[CH:17][CH:16]=2)([CH:9]2[CH2:14][CH2:13][NH:12][CH2:11][CH2:10]2)[OH:8])[CH:6]=[CH:5][CH:4]=[CH:3][CH:2]=1.[O:21]=[C:22]1[C:26]([C:33]2[CH:38]=[CH:37][CH:36]=[CH:35][CH:34]=2)([C:27]2[CH:32]=[CH:31][CH:30]=[CH:29][CH:28]=2)[CH2:25][CH2:24][N:23]1[CH2:39][C:40](O)=[O:41].Cl.C(N=C=NCCCN(C)C)C, predict the reaction product. (8) Given the reactants [C:1]([O:4][C:5]1[CH:6]=[C:7](Br)[CH:8]=[CH:9][C:10]=1[O:11][C:12](=[O:14])[CH3:13])(=[O:3])[CH3:2].[C:16]([O:19][C:20]1[CH:21]=[C:22]([CH:25]=[C:26]([O:28][C:29](=[O:31])[CH3:30])[CH:27]=1)[CH:23]=[CH2:24])(=[O:18])[CH3:17].C(=O)([O-])[O-].[K+].[K+].C(=NO)(C1C=CC=CC=1)C, predict the reaction product. The product is: [C:16]([O:19][C:20]1[CH:21]=[C:22](/[CH:23]=[CH:24]/[C:7]2[CH:8]=[CH:9][C:10]([O:11][C:12](=[O:14])[CH3:13])=[C:5]([O:4][C:1](=[O:3])[CH3:2])[CH:6]=2)[CH:25]=[C:26]([O:28][C:29](=[O:31])[CH3:30])[CH:27]=1)(=[O:18])[CH3:17]. (9) Given the reactants [Cl:1][C:2]1[CH:3]=[C:4]([C:24]#[C:25][CH2:26][N:27]([CH3:29])[CH3:28])[CH:5]=[C:6]2[C:10]=1[C:9](=[O:11])[N:8]([CH2:12][C:13]1[CH:18]=[CH:17][C:16]([O:19][C:20]([F:23])([F:22])[F:21])=[CH:15][CH:14]=1)[CH2:7]2.[H][H].C(Cl)(Cl)Cl.CO, predict the reaction product. The product is: [Cl:1][C:2]1[CH:3]=[C:4]([CH2:24][CH2:25][CH2:26][N:27]([CH3:29])[CH3:28])[CH:5]=[C:6]2[C:10]=1[C:9](=[O:11])[N:8]([CH2:12][C:13]1[CH:14]=[CH:15][C:16]([O:19][C:20]([F:21])([F:22])[F:23])=[CH:17][CH:18]=1)[CH2:7]2.